This data is from Forward reaction prediction with 1.9M reactions from USPTO patents (1976-2016). The task is: Predict the product of the given reaction. (1) The product is: [CH2:61]1[C:62]2([CH2:67][CH2:66][N:65]([C:24](=[O:26])[CH2:23][CH:10]3[CH:9]=[C:8]([C:5]4[CH:6]=[CH:7][C:2]([Cl:1])=[CH:3][CH:4]=4)[C:14]4[CH:15]=[CH:16][CH:17]=[CH:18][C:13]=4[N:12]4[C:19]([CH3:22])=[N:20][N:21]=[C:11]34)[CH2:64][CH2:63]2)[CH2:58][CH2:59][CH2:60]1. Given the reactants [Cl:1][C:2]1[CH:7]=[CH:6][C:5]([C:8]2[C:14]3[CH:15]=[CH:16][CH:17]=[CH:18][C:13]=3[N:12]3[C:19]([CH3:22])=[N:20][N:21]=[C:11]3[CH:10]([CH2:23][C:24]([OH:26])=O)[CH:9]=2)=[CH:4][CH:3]=1.CN(C(ON1N=NC2C=CC=NC1=2)=[N+](C)C)C.F[P-](F)(F)(F)(F)F.C(N(CC)CC)C.[CH2:58]1[C:62]2([CH2:67][CH2:66][NH:65][CH2:64][CH2:63]2)[CH2:61][CH2:60][CH2:59]1, predict the reaction product. (2) Given the reactants [NH2:1][C:2]1[C:3]2[C:10]([I:11])=[CH:9][N:8]([C@@H:12]3[CH2:15][C@H:14]([CH2:16][OH:17])[CH2:13]3)[C:4]=2[N:5]=[CH:6][N:7]=1.N1C=CC=CC=1.[O:24](S(C1C=CC(C)=CC=1)(=O)=O)[S:25]([C:28]1[CH:34]=[CH:33][C:31]([CH3:32])=[CH:30][CH:29]=1)(=O)=[O:26].C([O-])(O)=O.[Na+], predict the reaction product. The product is: [NH2:1][C:2]1[C:3]2[C:10]([I:11])=[CH:9][N:8]([C@@H:12]3[CH2:13][C@H:14]([CH2:16][O:17][S:25]([C:28]4[CH:34]=[CH:33][C:31]([CH3:32])=[CH:30][CH:29]=4)(=[O:26])=[O:24])[CH2:15]3)[C:4]=2[N:5]=[CH:6][N:7]=1. (3) Given the reactants C([O:3][C:4]([CH:6]1[C:8]2([C@@H:13]([O:14][CH2:15][C:16]3[CH:21]=[CH:20][CH:19]=[CH:18][CH:17]=3)[C@H:12]([O:22][CH2:23][C:24]3[CH:29]=[CH:28][CH:27]=[CH:26][CH:25]=3)[C@@H:11]([O:30][CH2:31][C:32]3[CH:37]=[CH:36][CH:35]=[CH:34][CH:33]=3)[C@H:10]([C:38]3[CH:43]=[CH:42][C:41](Cl)=[C:40]([CH2:45][C:46]4[CH:51]=[CH:50][C:49]([O:52][CH2:53][CH3:54])=[CH:48][CH:47]=4)[CH:39]=3)[O:9]2)[CH2:7]1)=O)C.[H-].[Al+3].[Li+].[H-].[H-].[H-].S([O-])([O-])(=O)=O.[Na+].[Na+], predict the reaction product. The product is: [CH2:31]([O:30][C@@H:11]1[C@@H:12]([O:22][CH2:23][C:24]2[CH:29]=[CH:28][CH:27]=[CH:26][CH:25]=2)[C@H:13]([O:14][CH2:15][C:16]2[CH:21]=[CH:20][CH:19]=[CH:18][CH:17]=2)[C:8]2([CH:6]([CH2:4][OH:3])[CH2:7]2)[O:9][C@H:10]1[C:38]1[CH:43]=[CH:42][CH:41]=[C:40]([CH2:45][C:46]2[CH:51]=[CH:50][C:49]([O:52][CH2:53][CH3:54])=[CH:48][CH:47]=2)[CH:39]=1)[C:32]1[CH:37]=[CH:36][CH:35]=[CH:34][CH:33]=1. (4) Given the reactants C([O:3][C:4](=[O:25])[C:5]([CH2:17][C:18]1[CH:23]=[CH:22][C:21]([OH:24])=[CH:20][CH:19]=1)([O:10][C:11]1[CH:16]=[CH:15][CH:14]=[CH:13][CH:12]=1)[CH2:6][CH2:7][CH2:8][CH3:9])C.[C:26]1([C:51]2[CH:56]=[CH:55][CH:54]=[CH:53][CH:52]=2)[CH:31]=[CH:30][CH:29]=[C:28]([C:32]2[O:33][C:34]([CH3:50])=[C:35]([CH2:37][CH2:38]OS(C3C=CC(C)=CC=3)(=O)=O)[N:36]=2)[CH:27]=1.C([O-])([O-])=O.[K+].[K+].[OH-].[Na+], predict the reaction product. The product is: [C:26]1([C:51]2[CH:52]=[CH:53][CH:54]=[CH:55][CH:56]=2)[CH:31]=[CH:30][CH:29]=[C:28]([C:32]2[O:33][C:34]([CH3:50])=[C:35]([CH2:37][CH2:38][O:24][C:21]3[CH:22]=[CH:23][C:18]([CH2:17][C:5]([O:10][C:11]4[CH:16]=[CH:15][CH:14]=[CH:13][CH:12]=4)([CH2:6][CH2:7][CH2:8][CH3:9])[C:4]([OH:3])=[O:25])=[CH:19][CH:20]=3)[N:36]=2)[CH:27]=1. (5) Given the reactants C(OC(=O)[NH:7][CH2:8][C:9]1[CH:14]=[CH:13][C:12]([C:15]2[C:16]([O:22][CH3:23])=[N:17][CH:18]=[C:19]([Cl:21])[CH:20]=2)=[C:11]([O:24][C:25]([F:28])([F:27])[F:26])[CH:10]=1)(C)(C)C.FC(F)(F)C(O)=O, predict the reaction product. The product is: [Cl:21][C:19]1[CH:20]=[C:15]([C:12]2[CH:13]=[CH:14][C:9]([CH2:8][NH2:7])=[CH:10][C:11]=2[O:24][C:25]([F:28])([F:26])[F:27])[C:16]([O:22][CH3:23])=[N:17][CH:18]=1.